Dataset: Reaction yield outcomes from USPTO patents with 853,638 reactions. Task: Predict the reaction yield, written as a fraction of the theoretical maximum amount of product (1.0 means a 100% yield; for example, 0.34 means a 34% yield). The reactants are [N:1]([C@@H:4]([C:6]1[CH:11]=[CH:10][N:9]=[CH:8][CH:7]=1)[CH3:5])=[N+]=[N-]. The catalyst is CCO.[Pd].CC([O-])=O.CC([O-])=O.[Pb+2]. The product is [N:9]1[CH:10]=[CH:11][C:6]([C@H:4]([NH2:1])[CH3:5])=[CH:7][CH:8]=1. The yield is 0.710.